From a dataset of Full USPTO retrosynthesis dataset with 1.9M reactions from patents (1976-2016). Predict the reactants needed to synthesize the given product. (1) Given the product [C:9]([NH:8][C:5]1[CH:4]=[CH:3][C:2]([O:1][CH2:13][C:14]([O:16][CH2:17][CH3:18])=[O:15])=[CH:7][CH:6]=1)(=[O:11])[CH3:10], predict the reactants needed to synthesize it. The reactants are: [OH:1][C:2]1[CH:7]=[CH:6][C:5]([NH:8][C:9](=[O:11])[CH3:10])=[CH:4][CH:3]=1.Br[C:13](C)(C)[C:14]([O:16][CH2:17][CH3:18])=[O:15].C([O-])([O-])=O.[K+].[K+].O. (2) The reactants are: [CH:1]([C:3]1[CH:4]=[C:5]([CH:9]=[CH:10][C:11]=1[CH3:12])[C:6]([OH:8])=[O:7])=[O:2].I[C:14]1C(C)=CC(C)=C(C=1)C(O)=O. Given the product [CH:1]([C:3]1[C:11]([CH3:12])=[CH:10][C:9]([CH3:14])=[C:5]([CH:4]=1)[C:6]([OH:8])=[O:7])=[O:2], predict the reactants needed to synthesize it. (3) Given the product [I:1][C:2]1[CH:3]=[C:4]2[C:8](=[CH:9][CH:10]=1)[N:7]([CH:12]1[CH2:13][CH2:14][CH2:15][CH2:16][O:11]1)[N:6]=[CH:5]2, predict the reactants needed to synthesize it. The reactants are: [I:1][C:2]1[CH:3]=[C:4]2[C:8](=[CH:9][CH:10]=1)[NH:7][N:6]=[CH:5]2.[O:11]1[CH:16]=[CH:15][CH2:14][CH2:13][CH2:12]1.CC1C=CC(S(O)(=O)=O)=CC=1.C([O-])(O)=O.[Na+]. (4) Given the product [CH3:6][S:7]([C:9]1([S:10][CH3:11])[CH2:13][CH:14]([O:15][CH2:16][C:17]2[CH:22]=[CH:21][CH:20]=[CH:19][CH:18]=2)[CH2:23]1)=[O:8], predict the reactants needed to synthesize it. The reactants are: C([Li])CCC.[CH3:6][S:7]([CH2:9][S:10][CH3:11])=[O:8].Br[CH2:13][CH:14]([CH2:23]Br)[O:15][CH2:16][C:17]1[CH:22]=[CH:21][CH:20]=[CH:19][CH:18]=1. (5) Given the product [CH2:1]([O:3][C:4]([C@H:5]1[C@H:6]([C:7]2[CH:12]=[CH:11][N:10]=[C:9]([C:13]([F:14])([F:15])[F:16])[CH:8]=2)[C@H:19]1[C:20]1[CH:25]=[CH:24][CH:23]=[CH:22][CH:21]=1)=[O:17])[CH3:2], predict the reactants needed to synthesize it. The reactants are: [CH2:1]([O:3][C:4](=[O:17])/[CH:5]=[CH:6]/[C:7]1[CH:12]=[CH:11][N:10]=[C:9]([C:13]([F:16])([F:15])[F:14])[CH:8]=1)[CH3:2].[Br-].[CH2:19]([S+]1CCCC1)[C:20]1[CH:25]=[CH:24][CH:23]=[CH:22][CH:21]=1. (6) Given the product [F:22][C:23]1[CH:30]=[CH:29][CH:28]=[C:27]([F:31])[C:24]=1[CH2:25][NH:4][C:5]([NH2:6])=[O:8], predict the reactants needed to synthesize it. The reactants are: BrC1C(=O)[NH:4][C:5](=[O:8])[NH:6]C=1.C/C(/O[Si](C)(C)C)=N\[Si](C)(C)C.[F:22][C:23]1[CH:30]=[CH:29][CH:28]=[C:27]([F:31])[C:24]=1[CH2:25]Br.